Dataset: Forward reaction prediction with 1.9M reactions from USPTO patents (1976-2016). Task: Predict the product of the given reaction. (1) Given the reactants [Cl:1][C:2]1[CH:3]=[C:4]2[C:8](=[CH:9][CH:10]=1)[NH:7][CH:6]=[C:5]2[CH2:11][CH2:12][NH:13][C:14](=[O:23])[C:15]1[CH:20]=[CH:19][C:18]([CH2:21]Cl)=[CH:17][CH:16]=1.[CH3:24][N:25]1[CH2:30][CH2:29][NH:28][CH2:27][CH2:26]1, predict the reaction product. The product is: [Cl:1][C:2]1[CH:3]=[C:4]2[C:8](=[CH:9][CH:10]=1)[NH:7][CH:6]=[C:5]2[CH2:11][CH2:12][NH:13][C:14](=[O:23])[C:15]1[CH:20]=[CH:19][C:18]([CH2:21][N:28]2[CH2:29][CH2:30][N:25]([CH3:24])[CH2:26][CH2:27]2)=[CH:17][CH:16]=1. (2) Given the reactants [CH3:1][C:2]1[C:6]([CH:7]([OH:20])[CH2:8][O:9][C:10]2[CH:15]=[CH:14][C:13]([CH2:16][C:17]([OH:19])=O)=[CH:12][CH:11]=2)=[C:5]([CH3:21])[O:4][N:3]=1.[CH3:22][C:23]1[CH:28]=[C:27]([CH3:29])[CH:26]=[CH:25][C:24]=1[CH:30]([C:32]1[CH:37]=[CH:36][CH:35]=[CH:34][CH:33]=1)[NH2:31], predict the reaction product. The product is: [CH3:1][C:2]1[C:6]([CH:7]([OH:20])[CH2:8][O:9][C:10]2[CH:11]=[CH:12][C:13]([CH2:16][C:17]([NH:31][CH:30]([C:24]3[CH:25]=[CH:26][C:27]([CH3:29])=[CH:28][C:23]=3[CH3:22])[C:32]3[CH:33]=[CH:34][CH:35]=[CH:36][CH:37]=3)=[O:19])=[CH:14][CH:15]=2)=[C:5]([CH3:21])[O:4][N:3]=1. (3) Given the reactants [C:1]([O:5][C:6](=[O:34])[C@@H:7]([NH:18][C:19](=[O:33])[C@@H:20]([NH:22]C(OCC1C=CC=CC=1)=O)[CH3:21])[CH2:8][C:9]1[C:17]2[C:12](=[CH:13][CH:14]=[CH:15][CH:16]=2)[NH:11][CH:10]=1)([CH3:4])([CH3:3])[CH3:2], predict the reaction product. The product is: [C:1]([O:5][C:6](=[O:34])[C@@H:7]([NH:18][C:19](=[O:33])[C@@H:20]([NH2:22])[CH3:21])[CH2:8][C:9]1[C:17]2[C:12](=[CH:13][CH:14]=[CH:15][CH:16]=2)[NH:11][CH:10]=1)([CH3:2])([CH3:3])[CH3:4]. (4) Given the reactants [N:1]([CH2:4][CH2:5][CH2:6][C:7]([CH:9]1[C:14](=[O:15])[O:13][C:12]([CH3:17])(C)OC1=O)=[O:8])=[N+:2]=[N-:3].OCC[C:22]#[N:23].C(=O)=O, predict the reaction product. The product is: [C:22]([CH2:17][CH2:12][O:13][C:14](=[O:15])[CH2:9][C:7](=[O:8])[CH2:6][CH2:5][CH2:4][N:1]=[N+:2]=[N-:3])#[N:23]. (5) Given the reactants [H-].[Al+3].[Li+].[H-].[H-].[H-].[S:7]1[CH:11]=[CH:10][C:9]2[CH:12]=[CH:13][C:14]([C:16]#[N:17])=[CH:15][C:8]1=2.O.[OH-].[Na+], predict the reaction product. The product is: [NH2:17][CH2:16][C:14]1[CH:13]=[CH:12][C:9]2[CH:10]=[CH:11][S:7][C:8]=2[CH:15]=1.